From a dataset of Catalyst prediction with 721,799 reactions and 888 catalyst types from USPTO. Predict which catalyst facilitates the given reaction. Reactant: [F:1][C:2]1[CH:3]=[C:4]([C:8]2[N:13]=[C:12]([CH3:14])[C:11]([C:15]([OH:17])=O)=[CH:10][N:9]=2)[CH:5]=[CH:6][CH:7]=1.CN(C(ON1N=NC2C=CC(=CC1=2)Cl)=[N+](C)C)C.F[P-](F)(F)(F)(F)F.CCN(C(C)C)C(C)C.[F:52][C:53]1[CH:54]=[C:55]2[C:59](=[CH:60][CH:61]=1)[N:58]([NH2:62])[CH:57]=[C:56]2[CH3:63]. Product: [F:52][C:53]1[CH:54]=[C:55]2[C:59](=[CH:60][CH:61]=1)[N:58]([NH:62][C:15]([C:11]1[C:12]([CH3:14])=[N:13][C:8]([C:4]3[CH:5]=[CH:6][CH:7]=[C:2]([F:1])[CH:3]=3)=[N:9][CH:10]=1)=[O:17])[CH:57]=[C:56]2[CH3:63]. The catalyst class is: 303.